This data is from Forward reaction prediction with 1.9M reactions from USPTO patents (1976-2016). The task is: Predict the product of the given reaction. Given the reactants Cl[C:2]1[S:3][C:4]2[CH:10]=[CH:9][CH:8]=[CH:7][C:5]=2[N:6]=1.[CH2:11]([NH:18][CH2:19][CH2:20][OH:21])[C:12]1[CH:17]=[CH:16][CH:15]=[CH:14][CH:13]=1, predict the reaction product. The product is: [S:3]1[C:4]2[CH:10]=[CH:9][CH:8]=[CH:7][C:5]=2[N:6]=[C:2]1[N:18]([CH2:19][CH2:20][OH:21])[CH2:11][C:12]1[CH:17]=[CH:16][CH:15]=[CH:14][CH:13]=1.